From a dataset of Peptide-MHC class II binding affinity with 134,281 pairs from IEDB. Regression. Given a peptide amino acid sequence and an MHC pseudo amino acid sequence, predict their binding affinity value. This is MHC class II binding data. (1) The peptide sequence is AAKTAGTTVYGAFAA. The MHC is HLA-DQA10501-DQB10301 with pseudo-sequence HLA-DQA10501-DQB10301. The binding affinity (normalized) is 0.668. (2) The peptide sequence is EFRNDWILESDHLIS. The MHC is DRB1_0404 with pseudo-sequence DRB1_0404. The binding affinity (normalized) is 0.372. (3) The peptide sequence is TMAQMNQAFRNIVNM. The MHC is HLA-DPA10103-DPB10401 with pseudo-sequence HLA-DPA10103-DPB10401. The binding affinity (normalized) is 0. (4) The peptide sequence is EKKYFAATQFEPLAC. The MHC is HLA-DPA10103-DPB10401 with pseudo-sequence HLA-DPA10103-DPB10401. The binding affinity (normalized) is 1.00. (5) The peptide sequence is KNPLKFDNTYFTELL. The MHC is HLA-DPA10301-DPB10402 with pseudo-sequence HLA-DPA10301-DPB10402. The binding affinity (normalized) is 1.00. (6) The peptide sequence is KCRAPGGAKKPLRPR. The binding affinity (normalized) is 0.686. The MHC is DRB5_0101 with pseudo-sequence DRB5_0101.